This data is from Forward reaction prediction with 1.9M reactions from USPTO patents (1976-2016). The task is: Predict the product of the given reaction. (1) The product is: [CH:3]1([C@H:7]([NH:9][C:10]2[N:18]=[C:40]([C:39]([OH:1])=[O:41])[N:16]=[C:15]3[C:11]=2[N:12]([CH2:28][C:29]2[CH:34]=[CH:33][C:32]([C:35]([F:38])([F:37])[F:36])=[CH:31][CH:30]=2)[C:13]([CH:21]([O:23][CH2:24][CH:25]([CH3:27])[CH3:26])[CH3:22])=[N:14]3)[CH3:8])[CH2:6][CH2:5][CH2:4]1. Given the reactants [OH-:1].[Na+].[CH:3]1([C@H:7]([NH:9][C:10]2[N:18]=C(C#N)[N:16]=[C:15]3[C:11]=2[N:12]([CH2:28][C:29]2[CH:34]=[CH:33][C:32]([C:35]([F:38])([F:37])[F:36])=[CH:31][CH:30]=2)[C:13]([CH:21]([O:23][CH2:24][CH:25]([CH3:27])[CH3:26])[CH3:22])=[N:14]3)[CH3:8])[CH2:6][CH2:5][CH2:4]1.[CH2:39]([OH:41])[CH3:40], predict the reaction product. (2) Given the reactants [H-].[Na+].[CH3:3][C:4]1([CH3:11])[O:8][CH:7]([CH2:9][OH:10])[CH2:6][O:5]1.[CH2:12](Br)[C:13]1[CH:18]=[CH:17][CH:16]=[CH:15][CH:14]=1.O, predict the reaction product. The product is: [CH2:12]([O:10][CH2:9][C@@H:7]1[CH2:6][O:5][C:4]([CH3:11])([CH3:3])[O:8]1)[C:13]1[CH:18]=[CH:17][CH:16]=[CH:15][CH:14]=1. (3) Given the reactants [CH2:1]1[C:4]2([CH2:9][CH2:8][O:7][CH2:6][CH2:5]2)[CH2:3][NH:2]1.F[C:11]1[CH:18]=[CH:17][C:16]([C:19]2[N:24]=[C:23]([NH:25][C:26]3[CH:31]=[CH:30][C:29]([N:32]4[CH2:37][CH2:36][N:35]([CH:38]5[CH2:41][O:40][CH2:39]5)[CH2:34][CH2:33]4)=[CH:28][CH:27]=3)[N:22]=[CH:21][N:20]=2)=[CH:15][C:12]=1[C:13]#[N:14], predict the reaction product. The product is: [O:40]1[CH2:39][CH:38]([N:35]2[CH2:36][CH2:37][N:32]([C:29]3[CH:28]=[CH:27][C:26]([NH:25][C:23]4[N:22]=[CH:21][N:20]=[C:19]([C:16]5[CH:17]=[CH:18][C:11]([N:2]6[CH2:3][C:4]7([CH2:9][CH2:8][O:7][CH2:6][CH2:5]7)[CH2:1]6)=[C:12]([CH:15]=5)[C:13]#[N:14])[N:24]=4)=[CH:31][CH:30]=3)[CH2:33][CH2:34]2)[CH2:41]1. (4) Given the reactants [C:1]1(=[O:10])[C:9]2[C:4](=[CH:5][CH:6]=[CH:7][CH:8]=2)[CH2:3][NH:2]1.C1CCC(N=C=[N:19][CH:20]2CCCCC2)CC1.O[N:27]1[C:31](=O)[CH2:30][CH2:29][C:28]1=[O:33].[CH:34](N(C(C)C)CC)(C)C.[NH2:43][C:44]([NH2:46])=O.[C:47]([OH:50])(=[O:49])[CH3:48].CN([CH:54]=[O:55])C, predict the reaction product. The product is: [CH3:48][C:47]1([CH3:34])[O:50][CH:30]2[CH:29]([CH:28]([CH2:54][OH:55])[O:33][CH:31]2[N:27]2[C:9]3[N:43]=[CH:44][N:46]=[C:3]([NH2:2])[C:4]=3[N:19]=[CH:20]2)[O:49]1.[C:1]1(=[O:10])[C:9]2[C:4](=[CH:5][CH:6]=[CH:7][CH:8]=2)[CH2:3][NH:2]1. (5) Given the reactants [C:1]([CH2:3][C:4](OC)=O)#[N:2].C(=O)[CH2:9][CH:10]([CH3:12])[CH3:11].[C-:14]#[N:15].[Na+], predict the reaction product. The product is: [CH2:9]([CH:3]([CH2:4][C:14]#[N:15])[C:1]#[N:2])[CH:10]([CH3:12])[CH3:11]. (6) Given the reactants [NH2:1][CH2:2][C:3]1[CH:4]=[C:5]([NH:9][C:10]2[S:11][C:12]([C:15]([C:17]3[CH:22]=[CH:21][CH:20]=[CH:19][C:18]=3[CH3:23])=[O:16])=[CH:13][N:14]=2)[CH:6]=[CH:7][CH:8]=1.Cl.[F:25][C:26]1[CH:27]=[CH:28][C:29]([CH3:36])=[C:30]([S:32](Cl)(=[O:34])=[O:33])[CH:31]=1.CCN(CC)CC, predict the reaction product. The product is: [F:25][C:26]1[CH:27]=[CH:28][C:29]([CH3:36])=[C:30]([S:32]([NH:1][CH2:2][C:3]2[CH:8]=[CH:7][CH:6]=[C:5]([NH:9][C:10]3[S:11][C:12]([C:15](=[O:16])[C:17]4[CH:22]=[CH:21][CH:20]=[CH:19][C:18]=4[CH3:23])=[CH:13][N:14]=3)[CH:4]=2)(=[O:34])=[O:33])[CH:31]=1.